Dataset: Reaction yield outcomes from USPTO patents with 853,638 reactions. Task: Predict the reaction yield, written as a fraction of the theoretical maximum amount of product (1.0 means a 100% yield; for example, 0.34 means a 34% yield). The reactants are C([O:3][C:4](=[O:32])[C:5]1[CH:10]=[CH:9][C:8]([NH:11][C:12]([NH:14][C:15]2[CH:16]=[C:17]3[C:22](=[C:23]([C:25]#[CH:26])[CH:24]=2)[O:21][C:20]([CH3:28])([CH3:27])[CH2:19][C:18]3([CH3:30])[CH3:29])=[O:13])=[CH:7][C:6]=1[F:31])C.[OH-].[Li+]. The catalyst is CO.O1CCCC1.O. The product is [C:25]([C:23]1[CH:24]=[C:15]([NH:14][C:12](=[O:13])[NH:11][C:8]2[CH:9]=[CH:10][C:5]([C:4]([OH:32])=[O:3])=[C:6]([F:31])[CH:7]=2)[CH:16]=[C:17]2[C:22]=1[O:21][C:20]([CH3:27])([CH3:28])[CH2:19][C:18]2([CH3:30])[CH3:29])#[CH:26]. The yield is 0.460.